This data is from Peptide-MHC class I binding affinity with 185,985 pairs from IEDB/IMGT. The task is: Regression. Given a peptide amino acid sequence and an MHC pseudo amino acid sequence, predict their binding affinity value. This is MHC class I binding data. The peptide sequence is KEKGGLDGL. The MHC is HLA-A03:01 with pseudo-sequence HLA-A03:01. The binding affinity (normalized) is 0.